This data is from Reaction yield outcomes from USPTO patents with 853,638 reactions. The task is: Predict the reaction yield, written as a fraction of the theoretical maximum amount of product (1.0 means a 100% yield; for example, 0.34 means a 34% yield). (1) The reactants are [OH-:1].[Na+].[Cl:3][C:4]1[C:12](I)=[CH:11][C:10]([Cl:14])=[CH:9][C:5]=1[C:6]([OH:8])=[O:7].Cl. The catalyst is O.O.O.O.O.S([O-])([O-])(=O)=O.[Cu+2].O. The product is [Cl:3][C:4]1[C:12]([OH:1])=[CH:11][C:10]([Cl:14])=[CH:9][C:5]=1[C:6]([OH:8])=[O:7]. The yield is 0.619. (2) The catalyst is CN(C=O)C. The product is [C:1]([N:5]([CH3:27])[C:6]([C:8]1[CH:13]=[CH:12][C:11]([C:14]#[C:15][C:16]2[CH:21]=[CH:20][N:19]=[C:18]([Cl:22])[CH:17]=2)=[CH:10][N:9]=1)=[O:7])([CH3:4])([CH3:2])[CH3:3]. The reactants are [C:1]([NH:5][C:6]([C:8]1[CH:13]=[CH:12][C:11]([C:14]#[C:15][C:16]2[CH:21]=[CH:20][N:19]=[C:18]([Cl:22])[CH:17]=2)=[CH:10][N:9]=1)=[O:7])([CH3:4])([CH3:3])[CH3:2].IC.[H-].[Na+].[C:27]([O-])(O)=O.[Na+]. The yield is 0.420. (3) The reactants are C[CH:2]([SH:6])[C:3]([O-:5])=[O:4].[H-].[Na+].CO[C:11](=[O:20])[C:12]1[C:17]([Cl:18])=[CH:16][N:15]=[CH:14][C:13]=1Cl.[Cl-].[NH4+].[CH3:23]N(C)C=O. No catalyst specified. The product is [CH3:23][O:5][C:3]([C:2]1[S:6][C:13]2=[CH:14][N:15]=[CH:16][C:17]([Cl:18])=[C:12]2[C:11]=1[OH:20])=[O:4]. The yield is 0.120.